From a dataset of Forward reaction prediction with 1.9M reactions from USPTO patents (1976-2016). Predict the product of the given reaction. Given the reactants [CH:1](=[O:9])[C:2]1[C:3](=[CH:5][CH:6]=[CH:7][CH:8]=1)[OH:4].C(=O)([O-])[O-].[K+].[K+].Cl[CH2:17][C:18]([CH3:20])=[CH2:19].Cl, predict the reaction product. The product is: [CH2:17]([O:4][C:3]1[CH:5]=[CH:6][CH:7]=[CH:8][C:2]=1[CH:1]=[O:9])[CH:18]([CH3:20])[CH3:19].